From a dataset of Full USPTO retrosynthesis dataset with 1.9M reactions from patents (1976-2016). Predict the reactants needed to synthesize the given product. The reactants are: [Cl:1][C:2]1[CH:11]=[CH:10][C:9]2[NH:8][C:7](=O)[C:6]3[N:13]=[C:14]([CH3:16])[O:15][C:5]=3[C:4]=2[CH:3]=1.O=P(Cl)(Cl)[Cl:19]. Given the product [Cl:19][C:7]1[C:6]2[N:13]=[C:14]([CH3:16])[O:15][C:5]=2[C:4]2[CH:3]=[C:2]([Cl:1])[CH:11]=[CH:10][C:9]=2[N:8]=1, predict the reactants needed to synthesize it.